Dataset: Reaction yield outcomes from USPTO patents with 853,638 reactions. Task: Predict the reaction yield, written as a fraction of the theoretical maximum amount of product (1.0 means a 100% yield; for example, 0.34 means a 34% yield). (1) The reactants are [CH2:1]([O:3][C:4](=[O:30])[CH:5]=[CH:6][C:7]1[N:8]=[C:9]([NH:12][C:13]([NH:15][C:16]2[CH:21]=[CH:20][C:19]([CH3:22])=[CH:18][C:17]=2[C:23]([CH:25]2[CH2:29][CH2:28][CH2:27][CH2:26]2)=[O:24])=[O:14])[S:10][CH:11]=1)[CH3:2]. The catalyst is [Pd]. The product is [CH2:1]([O:3][C:4](=[O:30])[CH2:5][CH2:6][C:7]1[N:8]=[C:9]([NH:12][C:13]([NH:15][C:16]2[CH:21]=[CH:20][C:19]([CH3:22])=[CH:18][C:17]=2[C:23]([CH:25]2[CH2:29][CH2:28][CH2:27][CH2:26]2)=[O:24])=[O:14])[S:10][CH:11]=1)[CH3:2]. The yield is 0.960. (2) The reactants are [CH:1]([C:4]1[NH:8][N:7]=[C:6]([C:9]([NH2:11])=[O:10])[C:5]=1[N+:12]([O-])=O)([CH3:3])[CH3:2].CO. The catalyst is [Ni].O. The product is [NH2:12][C:5]1[C:6]([C:9]([NH2:11])=[O:10])=[N:7][NH:8][C:4]=1[CH:1]([CH3:3])[CH3:2]. The yield is 0.890. (3) The reactants are [C:1]([O:5][C:6]([N:8]1[CH2:13][CH:12]=[C:11]([C:14]2[CH:19]=[CH:18][C:17]([N+:20]([O-])=O)=[CH:16][N:15]=2)[CH2:10][CH2:9]1)=[O:7])([CH3:4])([CH3:3])[CH3:2]. The catalyst is CO.[Pd]. The product is [C:1]([O:5][C:6]([N:8]1[CH2:9][CH2:10][CH:11]([C:14]2[CH:19]=[CH:18][C:17]([NH2:20])=[CH:16][N:15]=2)[CH2:12][CH2:13]1)=[O:7])([CH3:4])([CH3:2])[CH3:3]. The yield is 1.07. (4) The reactants are [CH:1]([C:4]1[CH:10]=[CH:9][CH:8]=[C:7]([CH:11]([CH3:13])[CH3:12])[C:5]=1[NH2:6])([CH3:3])[CH3:2].[N:14]1[CH:19]=[CH:18][CH:17]=[CH:16][C:15]=1[CH:20]=O.C1(C)C=CC(S(O)(=O)=O)=CC=1. The catalyst is C1(C)C=CC=CC=1. The product is [CH:11]([C:7]1[CH:8]=[CH:9][CH:10]=[C:4]([CH:1]([CH3:3])[CH3:2])[C:5]=1[N:6]=[CH:20][C:15]1[CH:16]=[CH:17][CH:18]=[CH:19][N:14]=1)([CH3:13])[CH3:12]. The yield is 0.400.